Dataset: Reaction yield outcomes from USPTO patents with 853,638 reactions. Task: Predict the reaction yield, written as a fraction of the theoretical maximum amount of product (1.0 means a 100% yield; for example, 0.34 means a 34% yield). (1) The reactants are N1C=CN=C1.[Si:6](Cl)([C:9]([CH3:12])([CH3:11])[CH3:10])([CH3:8])[CH3:7].[C:14]1([CH:21]=[CH:20][CH:19]=[C:17]([OH:18])[CH:16]=1)[OH:15]. The catalyst is CN(C)C=O. The product is [Si:6]([O:15][C:14]1[CH:16]=[C:17]([OH:18])[CH:19]=[CH:20][CH:21]=1)([C:9]([CH3:12])([CH3:11])[CH3:10])([CH3:8])[CH3:7]. The yield is 0.480. (2) The product is [CH:1]([N:4]1[CH:8]=[N:7][N:6]=[C:5]1[C:9]1[S:10][C:11]2[CH2:12][CH2:13][O:14][C:15]3[CH:22]=[C:21]([CH2:23][NH:28][CH2:27][CH2:25][OH:26])[CH:20]=[CH:19][C:16]=3[C:17]=2[N:18]=1)([CH3:3])[CH3:2]. The reactants are [CH:1]([N:4]1[CH:8]=[N:7][N:6]=[C:5]1[C:9]1[S:10][C:11]2[CH2:12][CH2:13][O:14][C:15]3[CH:22]=[C:21]([CH:23]=O)[CH:20]=[CH:19][C:16]=3[C:17]=2[N:18]=1)([CH3:3])[CH3:2].[CH2:25]([CH2:27][NH2:28])[OH:26]. No catalyst specified. The yield is 0.270. (3) The reactants are Cl[C:2]1[CH:7]=[C:6]([C:8]2[CH:13]=[C:12]([Cl:14])[CH:11]=[CH:10][C:9]=2[Cl:15])[N:5]=[C:4]([NH2:16])[N:3]=1.[Br:17][C:18]1[CH:24]=[CH:23][C:21]([NH2:22])=[CH:20][CH:19]=1.C(OCC)(=O)C. The catalyst is C(O)C. The product is [Br:17][C:18]1[CH:24]=[CH:23][C:21]([NH:22][C:2]2[CH:7]=[C:6]([C:8]3[CH:13]=[C:12]([Cl:14])[CH:11]=[CH:10][C:9]=3[Cl:15])[N:5]=[C:4]([NH2:16])[N:3]=2)=[CH:20][CH:19]=1. The yield is 0.590. (4) The reactants are [CH:1]1([N:4]2[C:12]3[C:7](=[CH:8][CH:9]=[C:10]([O:13][CH3:14])[CH:11]=3)[CH:6]=[CH:5]2)[CH2:3][CH2:2]1.ClS([N:19]=[C:20]=O)(=O)=O. The catalyst is CN(C=O)C. The product is [C:20]([C:6]1[C:7]2[C:12](=[CH:11][C:10]([O:13][CH3:14])=[CH:9][CH:8]=2)[N:4]([CH:1]2[CH2:3][CH2:2]2)[CH:5]=1)#[N:19]. The yield is 0.820. (5) The reactants are C(OC([N:8]1[CH:13]2[CH2:14][CH2:15][CH:9]1[C:10](=[O:24])[N:11]([CH2:16][C:17]1[CH:22]=[CH:21][C:20]([F:23])=[CH:19][CH:18]=1)[CH2:12]2)=O)(C)(C)C.FC(F)(F)C(O)=O.[OH-].[Na+]. The catalyst is ClCCl. The product is [F:23][C:20]1[CH:19]=[CH:18][C:17]([CH2:16][N:11]2[CH2:12][CH:13]3[NH:8][CH:9]([CH2:15][CH2:14]3)[C:10]2=[O:24])=[CH:22][CH:21]=1. The yield is 0.820. (6) The reactants are [Br:1][C:2]1[CH:7]=[C:6]([N+:8]([O-])=O)[CH:5]=[CH:4][C:3]=1[C:11]([CH3:16])([CH2:14][OH:15])[CH2:12]O.C(C=P(CCCC)(CCCC)CCCC)#N.O.O.[Sn](Cl)Cl. The catalyst is C1C=CC=CC=1. The product is [Br:1][C:2]1[CH:7]=[C:6]([CH:5]=[CH:4][C:3]=1[C:11]1([CH3:16])[CH2:14][O:15][CH2:12]1)[NH2:8]. The yield is 0.320.